This data is from Full USPTO retrosynthesis dataset with 1.9M reactions from patents (1976-2016). The task is: Predict the reactants needed to synthesize the given product. (1) The reactants are: [CH3:1][C:2]1([O:5][CH2:6][CH2:7][OH:8])[CH2:4][CH2:3]1.C(N(CC)CC)C.[C:16]1([CH3:26])[CH:21]=[CH:20][C:19]([S:22](Cl)(=[O:24])=[O:23])=[CH:18][CH:17]=1. Given the product [CH3:1][C:2]1([O:5][CH2:6][CH2:7][O:8][S:22]([C:19]2[CH:20]=[CH:21][C:16]([CH3:26])=[CH:17][CH:18]=2)(=[O:24])=[O:23])[CH2:4][CH2:3]1, predict the reactants needed to synthesize it. (2) Given the product [CH:38]1([C:36]([NH:35][C:33]2[N:34]=[C:29]3[CH:28]=[CH:27][C:26]([O:25][C:24]4[CH:41]=[CH:42][C:43]([CH3:44])=[C:22]([NH:21][C:7]([C:6]5[S:5][CH:4]=[N:3][C:2]=5[CH3:1])=[O:9])[CH:23]=4)=[N:31][N:30]3[CH:32]=2)=[O:37])[CH2:39][CH2:40]1, predict the reactants needed to synthesize it. The reactants are: [CH3:1][C:2]1[N:3]=[CH:4][S:5][C:6]=1[C:7]([OH:9])=O.O1CCCC1.C(Cl)(=O)C(Cl)=O.[NH2:21][C:22]1[CH:23]=[C:24]([CH:41]=[CH:42][C:43]=1[CH3:44])[O:25][C:26]1[CH:27]=[CH:28][C:29]2[N:30]([CH:32]=[C:33]([NH:35][C:36]([CH:38]3[CH2:40][CH2:39]3)=[O:37])[N:34]=2)[N:31]=1. (3) Given the product [C:44]([C:48]1[CH:68]=[CH:67][C:51]([CH2:52][N:53]([CH2:54][CH2:55][C:56]2[CH:61]=[CH:60][C:59]([F:62])=[C:58]([C:63]([F:65])([F:66])[F:64])[CH:57]=2)[C:10]([C:8]2[CH:7]=[CH:6][CH:5]=[C:4]3[C:9]=2[NH:1][CH:2]=[CH:3]3)=[O:12])=[CH:50][CH:49]=1)([CH3:47])([CH3:45])[CH3:46], predict the reactants needed to synthesize it. The reactants are: [NH:1]1[C:9]2[C:4](=[CH:5][CH:6]=[CH:7][C:8]=2[C:10]([OH:12])=O)[CH:3]=[CH:2]1.CN(C(ON1N=NC2C=CC=CC1=2)=[N+](C)C)C.[B-](F)(F)(F)F.C(N(CC)C(C)C)(C)C.[C:44]([C:48]1[CH:68]=[CH:67][C:51]([CH2:52][NH:53][CH2:54][CH2:55][C:56]2[CH:61]=[CH:60][C:59]([F:62])=[C:58]([C:63]([F:66])([F:65])[F:64])[CH:57]=2)=[CH:50][CH:49]=1)([CH3:47])([CH3:46])[CH3:45].